From a dataset of Full USPTO retrosynthesis dataset with 1.9M reactions from patents (1976-2016). Predict the reactants needed to synthesize the given product. (1) Given the product [I-:2].[NH2:16][C:15]1[C:10]([C:8]([NH:7][CH2:6][CH2:5][N+:4]([CH3:1])([CH3:19])[CH3:3])=[O:9])=[N:11][C:12]([Cl:18])=[C:13]([NH2:17])[N:14]=1, predict the reactants needed to synthesize it. The reactants are: [CH3:1][I:2].[CH3:3][N:4]([CH3:19])[CH2:5][CH2:6][NH:7][C:8]([C:10]1[C:15]([NH2:16])=[N:14][C:13]([NH2:17])=[C:12]([Cl:18])[N:11]=1)=[O:9]. (2) Given the product [OH:1][C:2]1[CH:3]=[C:4]([CH:8]=[C:9]([OH:11])[CH:10]=1)[C:5]([O:7][C:12]1[C:21]2[C:16](=[CH:17][CH:18]=[CH:19][CH:20]=2)[CH:15]=[C:14]([O:22][C:5](=[O:6])[C:4]2[CH:3]=[C:2]([OH:1])[CH:10]=[C:9]([OH:11])[CH:8]=2)[CH:13]=1)=[O:6], predict the reactants needed to synthesize it. The reactants are: [OH:1][C:2]1[CH:3]=[C:4]([CH:8]=[C:9]([OH:11])[CH:10]=1)[C:5]([OH:7])=[O:6].[C:12]1(O)[C:21]2[C:16](=[CH:17][CH:18]=[CH:19][CH:20]=2)[CH:15]=[C:14]([OH:22])[CH:13]=1.